Predict the product of the given reaction. From a dataset of Forward reaction prediction with 1.9M reactions from USPTO patents (1976-2016). (1) Given the reactants C(=O)([O-])[O-].[K+].[K+].Br[CH2:8][C:9]1[CH:14]=[C:13]([F:15])[CH:12]=[CH:11][C:10]=1[F:16].[Cl:17][C:18]1[CH:23]=[CH:22][C:21]([SH:24])=[CH:20][CH:19]=1.[Cl-].[NH4+], predict the reaction product. The product is: [Cl:17][C:18]1[CH:23]=[CH:22][C:21]([S:24][CH2:8][C:9]2[CH:14]=[C:13]([F:15])[CH:12]=[CH:11][C:10]=2[F:16])=[CH:20][CH:19]=1. (2) The product is: [CH2:1]([O:3][C:4](=[O:20])[CH2:5][CH:6]([N:10]1[C:14]2[CH:15]=[CH:16][CH:17]=[CH:18][C:13]=2[N:12]([CH2:31][C:29]2[CH:28]=[CH:27][CH:26]=[C:25]3[C:30]=2[N:22]([CH3:21])[C:23]([CH3:34])=[C:24]3[CH3:33])[C:11]1=[O:19])[CH2:7][CH2:8][CH3:9])[CH3:2]. Given the reactants [CH2:1]([O:3][C:4](=[O:20])[CH2:5][CH:6]([N:10]1[C:14]2[CH:15]=[CH:16][CH:17]=[CH:18][C:13]=2[NH:12][C:11]1=[O:19])[CH2:7][CH2:8][CH3:9])[CH3:2].[CH3:21][N:22]1[C:30]2[C:25](=[CH:26][CH:27]=[CH:28][C:29]=2[CH2:31]O)[C:24]([CH3:33])=[C:23]1[CH3:34].N(C(OC(C)C)=O)=NC(OC(C)C)=O.C1(P(C2C=CC=CC=2)C2C=CC=CC=2)C=CC=CC=1, predict the reaction product. (3) Given the reactants [F-].[Cs+].Br[C:4]1[CH:5]=[C:6]([F:21])[C:7]([NH2:20])=[C:8]2[C:13]=1[O:12][CH2:11][C:10]([C:14]1[CH:15]=[N:16][CH:17]=[CH:18][CH:19]=1)=[N:9]2.[CH3:22][C:23]1[C:27](B(O)O)=[C:26]([CH3:31])[O:25][N:24]=1, predict the reaction product. The product is: [CH3:22][C:23]1[C:27]([C:4]2[CH:5]=[C:6]([F:21])[C:7]([NH2:20])=[C:8]3[C:13]=2[O:12][CH2:11][C:10]([C:14]2[CH:15]=[N:16][CH:17]=[CH:18][CH:19]=2)=[N:9]3)=[C:26]([CH3:31])[O:25][N:24]=1.